This data is from Forward reaction prediction with 1.9M reactions from USPTO patents (1976-2016). The task is: Predict the product of the given reaction. Given the reactants Br[C:2]1[CH:3]=[C:4]([C:9]([O:11][CH3:12])=[O:10])[S:5][C:6]=1[O:7][CH3:8].[CH3:13][N:14]1[C:18](B2OC(C)(C)C(C)(C)O2)=[CH:17][CH:16]=[N:15]1.C([O-])([O-])=O.[K+].[K+], predict the reaction product. The product is: [CH3:8][O:7][C:6]1[S:5][C:4]([C:9]([O:11][CH3:12])=[O:10])=[CH:3][C:2]=1[C:18]1[N:14]([CH3:13])[N:15]=[CH:16][CH:17]=1.